From a dataset of Catalyst prediction with 721,799 reactions and 888 catalyst types from USPTO. Predict which catalyst facilitates the given reaction. Reactant: [N:1]1[C:10]2[C:5](=[CH:6][CH:7]=[CH:8][CH:9]=2)[CH:4]=[CH:3][C:2]=1[N:11]1[CH2:16][CH2:15][CH:14]([O:17][C:18]2[C:23]([N:24]3[CH2:29][CH2:28][CH:27]([CH:30]=[O:31])[CH2:26][CH2:25]3)=[CH:22][CH:21]=[CH:20][N:19]=2)[CH2:13][CH2:12]1.CC(C[AlH]CC(C)C)C. Product: [N:1]1[C:10]2[C:5](=[CH:6][CH:7]=[CH:8][CH:9]=2)[CH:4]=[CH:3][C:2]=1[N:11]1[CH2:16][CH2:15][CH:14]([O:17][C:18]2[C:23]([N:24]3[CH2:29][CH2:28][CH:27]([CH2:30][OH:31])[CH2:26][CH2:25]3)=[CH:22][CH:21]=[CH:20][N:19]=2)[CH2:13][CH2:12]1. The catalyst class is: 1.